This data is from Reaction yield outcomes from USPTO patents with 853,638 reactions. The task is: Predict the reaction yield, written as a fraction of the theoretical maximum amount of product (1.0 means a 100% yield; for example, 0.34 means a 34% yield). (1) The reactants are [Br:1][C:2]1[C:3]([N:21]2[CH2:25][CH2:24][O:23][C:22]2=[O:26])=[CH:4][C:5]2[O:9][C:8]([C:10]3[CH:15]=[CH:14][C:13]([F:16])=[CH:12][CH:11]=3)=[C:7]([C:17](O)=[O:18])[C:6]=2[CH:20]=1.C1C=CC2N(O)N=[N:33][C:31]=2C=1.CCN=C=NCCCN(C)C.Cl.CN. The catalyst is CN(C=O)C.O.CCN(CC)CC. The product is [Br:1][C:2]1[C:3]([N:21]2[CH2:25][CH2:24][O:23][C:22]2=[O:26])=[CH:4][C:5]2[O:9][C:8]([C:10]3[CH:15]=[CH:14][C:13]([F:16])=[CH:12][CH:11]=3)=[C:7]([C:17]([NH:33][CH3:31])=[O:18])[C:6]=2[CH:20]=1. The yield is 0.660. (2) The reactants are [F:1][C:2]1[C:7]([F:8])=[C:6]([F:9])[C:5]([F:10])=[C:4]([F:11])[C:3]=1[C:12](=O)[CH3:13].[NH2:15][C:16]([NH2:18])=[S:17]. No catalyst specified. The product is [NH2:18][C:16]1[S:17][CH:13]=[C:12]([C:3]2[C:2]([F:1])=[C:7]([F:8])[C:6]([F:9])=[C:5]([F:10])[C:4]=2[F:11])[N:15]=1. The yield is 0.867. (3) The reactants are [OH:1][C:2]1[CH:7]=[CH:6][C:5]([C:8]2[CH:13]=[CH:12][CH:11]=[CH:10][C:9]=2[CH3:14])=[CH:4][C:3]=1[CH:15]=[O:16].[OH:17][CH2:18][CH2:19][CH2:20]O.C1(C)C=CC(S(O)(=O)=O)=CC=1. The product is [O:16]1[CH2:20][CH2:19][CH2:18][O:17][CH:15]1[C:3]1[CH:4]=[C:5]([C:8]2[CH:13]=[CH:12][CH:11]=[CH:10][C:9]=2[CH3:14])[CH:6]=[CH:7][C:2]=1[OH:1]. The catalyst is C1(C)C=CC=CC=1. The yield is 0.890. (4) The reactants are [Cl:1][C:2]1[CH:29]=[CH:28][C:5]2[NH:6][C:7](=[O:27])[CH:8]([CH2:19][C:20]3[CH:25]=[CH:24][CH:23]=[CH:22][C:21]=3[Cl:26])[N:9]=[C:10]([C:11]3[CH:16]=[CH:15][C:14]([O:17]C)=[CH:13][CH:12]=3)[C:4]=2[CH:3]=1.B(Br)(Br)Br. The catalyst is ClC(Cl)C.ClCCl. The product is [Cl:1][C:2]1[CH:29]=[CH:28][C:5]2[NH:6][C:7](=[O:27])[CH:8]([CH2:19][C:20]3[CH:25]=[CH:24][CH:23]=[CH:22][C:21]=3[Cl:26])[N:9]=[C:10]([C:11]3[CH:12]=[CH:13][C:14]([OH:17])=[CH:15][CH:16]=3)[C:4]=2[CH:3]=1. The yield is 0.560. (5) The reactants are [C:1]([C:5]1[NH:6][C:7]([C:10]2[CH:15]=[CH:14][N:13]=[C:12]3[N:16]([CH2:19][O:20][CH2:21][CH2:22][Si:23]([CH3:26])([CH3:25])[CH3:24])[CH:17]=[CH:18][C:11]=23)=[CH:8][N:9]=1)([CH3:4])([CH3:3])[CH3:2].[C:27](=O)([O-])[O-].[K+].[K+].CN(C=O)C.CI. The catalyst is O. The product is [C:1]([C:5]1[N:9]([CH3:27])[CH:8]=[C:7]([C:10]2[CH:15]=[CH:14][N:13]=[C:12]3[N:16]([CH2:19][O:20][CH2:21][CH2:22][Si:23]([CH3:26])([CH3:25])[CH3:24])[CH:17]=[CH:18][C:11]=23)[N:6]=1)([CH3:4])([CH3:2])[CH3:3]. The yield is 0.510. (6) The yield is 0.200. The product is [OH:14][C:6]1[CH:7]=[CH:8][C:9]2[C:4](=[CH:3][C:2]([OH:1])=[CH:11][CH:10]=2)[C:5]=1[CH:16]=[O:15]. The reactants are [OH:1][C:2]1[C:11](C=O)=[CH:10][C:9]2[C:4](=[CH:5][C:6]([OH:14])=[CH:7][CH:8]=2)[CH:3]=1.[OH:15][C:16]1C=CC2C(=CC(O)=CC=2)C=1. No catalyst specified. (7) The reactants are [Br:1][C:2]1[CH:3]=[C:4]([SH:8])[CH:5]=[CH:6][CH:7]=1.C(=O)([O-])[O-].[K+].[K+].I[CH:16]([CH3:18])[CH3:17]. The catalyst is CC(C)=O. The product is [Br:1][C:2]1[CH:7]=[CH:6][CH:5]=[C:4]([S:8][CH:16]([CH3:18])[CH3:17])[CH:3]=1. The yield is 0.932. (8) The catalyst is C(O)C. The reactants are [Na].[NH2:2][C:3]([NH2:5])=[S:4].[CH3:6][CH:7]([C:13](=O)[CH:14]([CH3:16])[CH3:15])[C:8](OCC)=[O:9]. The yield is 0.780. The product is [CH:14]([C:13]1[NH:5][C:3](=[S:4])[NH:2][C:8](=[O:9])[C:7]=1[CH3:6])([CH3:16])[CH3:15]. (9) The reactants are [H-].[Al+3].[Li+].[H-].[H-].[H-].[I:7][C:8]1[CH:9]=[C:10]2[C:14](=[CH:15][CH:16]=1)[N:13]([CH:17]1[CH2:22][CH2:21][CH2:20][CH2:19][O:18]1)[N:12]=[C:11]2[C:23](N(OC)C)=[O:24]. The catalyst is C1COCC1. The product is [I:7][C:8]1[CH:9]=[C:10]2[C:14](=[CH:15][CH:16]=1)[N:13]([CH:17]1[CH2:22][CH2:21][CH2:20][CH2:19][O:18]1)[N:12]=[C:11]2[CH:23]=[O:24]. The yield is 0.720. (10) The reactants are [Cl:1][C:2]1[CH:7]=[CH:6][C:5]([S:8](Cl)(=[O:10])=[O:9])=[CH:4][N:3]=1.Cl.[F:13][C:14]([F:19])([F:18])[C@@H:15]([NH2:17])[CH3:16]. The catalyst is N1C=CC=CC=1.C(OCC)(=O)C. The product is [Cl:1][C:2]1[N:3]=[CH:4][C:5]([S:8]([NH:17][C@@H:15]([CH3:16])[C:14]([F:19])([F:18])[F:13])(=[O:10])=[O:9])=[CH:6][CH:7]=1. The yield is 0.750.